From a dataset of Reaction yield outcomes from USPTO patents with 853,638 reactions. Predict the reaction yield, written as a fraction of the theoretical maximum amount of product (1.0 means a 100% yield; for example, 0.34 means a 34% yield). (1) The reactants are C1CCN2C(=NCCC2)CC1.[F:12][C:13]([F:32])([F:31])[S:14](N(C1C=CC=CC=1)[S:14]([C:13]([F:32])([F:31])[F:12])(=[O:16])=[O:15])(=[O:16])=[O:15].[CH3:33][S:34]([CH2:37][C:38]1[N:43]=[C:42]([S:44][CH3:45])[N:41]=[C:40]([OH:46])[CH:39]=1)(=[O:36])=[O:35]. The catalyst is C(Cl)Cl. The product is [F:12][C:13]([F:32])([F:31])[S:14]([O:46][C:40]1[CH:39]=[C:38]([CH2:37][S:34]([CH3:33])(=[O:36])=[O:35])[N:43]=[C:42]([S:44][CH3:45])[N:41]=1)(=[O:16])=[O:15]. The yield is 0.250. (2) The reactants are [C:1]([CH2:3][CH:4]([N:23]1[CH:27]=[C:26]([C:28]2[C:29]3[CH:36]=[CH:35][N:34](COCC[Si](C)(C)C)[C:30]=3[N:31]=[CH:32][N:33]=2)[CH:25]=[N:24]1)[CH2:5][N:6]1[CH2:11][CH2:10][CH:9]([O:12][C:13]2[CH:14]=[C:15]([CH:19]=[C:20]([F:22])[CH:21]=2)[C:16](O)=[O:17])[CH2:8][CH2:7]1)#[N:2].[CH3:45][CH:46]([NH2:48])[CH3:47].C(N(CC)CC)C.F[P-](F)(F)(F)(F)F.C[N+](C)=C(N(C)C)ON1C2N=CC=CC=2N=N1.C([O-])(O)=O.[Na+].FC(F)(F)C(O)=O.C(N)CN. The catalyst is CN(C=O)C.C(#N)C.CO. The product is [C:1]([CH2:3][CH:4]([N:23]1[CH:27]=[C:26]([C:28]2[C:29]3[CH:36]=[CH:35][NH:34][C:30]=3[N:31]=[CH:32][N:33]=2)[CH:25]=[N:24]1)[CH2:5][N:6]1[CH2:11][CH2:10][CH:9]([O:12][C:13]2[CH:14]=[C:15]([CH:19]=[C:20]([F:22])[CH:21]=2)[C:16]([NH:48][CH:46]([CH3:47])[CH3:45])=[O:17])[CH2:8][CH2:7]1)#[N:2]. The yield is 0.680. (3) The reactants are [NH2:1][C@@H:2]([CH2:25][CH2:26][C:27]([O:29][C:30]([CH3:33])([CH3:32])[CH3:31])=[O:28])[C:3]([NH:5][C@@H:6]([CH2:14][CH2:15][C:16]([O:18][CH2:19][CH2:20][Si:21]([CH3:24])([CH3:23])[CH3:22])=[O:17])[C:7]([O:9][C:10]([CH3:13])([CH3:12])[CH3:11])=[O:8])=[O:4].C(N(C(C)C)CC)(C)C.[Br:43][CH2:44][C:45](Br)=[O:46].CO. The catalyst is O1CCCC1. The product is [C:30]([O:29][C:27]([CH2:26][CH2:25][C@H:2]([NH:1][C:45](=[O:46])[CH2:44][Br:43])[C:3]([NH:5][C@@H:6]([CH2:14][CH2:15][C:16]([O:18][CH2:19][CH2:20][Si:21]([CH3:23])([CH3:22])[CH3:24])=[O:17])[C:7]([O:9][C:10]([CH3:13])([CH3:12])[CH3:11])=[O:8])=[O:4])=[O:28])([CH3:33])([CH3:32])[CH3:31]. The yield is 0.780. (4) The reactants are CN(C)C(=O)C.[Cl:7][C:8]1[C:9]([C:14]2[CH:15]=[C:16]3[C:20](=[CH:21][CH:22]=2)[NH:19][N:18]=[C:17]3[NH:23][C:24]([NH2:26])=[S:25])=[N:10][CH:11]=[CH:12][CH:13]=1.Br[CH:28]([CH:31]=O)[CH:29]=[O:30]. The catalyst is C(OCC)(=O)C.O1CCCC1. The product is [Cl:7][C:8]1[C:9]([C:14]2[CH:15]=[C:16]3[C:20](=[CH:21][CH:22]=2)[NH:19][N:18]=[C:17]3[NH:23][C:24]2[S:25][C:28]([CH:29]=[O:30])=[CH:31][N:26]=2)=[N:10][CH:11]=[CH:12][CH:13]=1. The yield is 0.550. (5) The reactants are [F:1][C:2]1[CH:3]=[C:4]([N:8]2[CH2:12][C@H:11]([CH2:13][OH:14])[O:10][C:9]2=[O:15])[CH:5]=[CH:6][CH:7]=1.[I:16]N1C(=O)CCC1=O. The catalyst is FC(F)(F)C(O)=O. The product is [F:1][C:2]1[CH:3]=[C:4]([N:8]2[CH2:12][C@H:11]([CH2:13][OH:14])[O:10][C:9]2=[O:15])[CH:5]=[CH:6][C:7]=1[I:16]. The yield is 0.880. (6) The reactants are CC1C=C(NNC(=O)C(N2CCN(C)CC2)C2C3C(=CC=CC=3)C=CC=2)C=C(C)C=1.[CH3:31][N:32]1[CH2:37][CH2:36][N:35]([CH:38]([C:42]2[C:51]3[C:46](=[CH:47][CH:48]=[CH:49][CH:50]=3)[CH:45]=[CH:44][CH:43]=2)[C:39](O)=[O:40])[CH2:34][CH2:33]1.CCN=C=NCCCN(C)C.[ClH:63].C1C=CC2N(O)N=NC=2C=1.O.O.[F:76][C:77]([F:91])([F:90])[C:78]1[CH:79]=[C:80]([NH:88][NH2:89])[CH:81]=[C:82]([C:84]([F:87])([F:86])[F:85])[CH:83]=1.Cl. The catalyst is CN(C=O)C.C(Cl)Cl.CO.O1CCOCC1.CCOCC.CO.C(Cl)Cl. The product is [ClH:63].[F:76][C:77]([F:90])([F:91])[C:78]1[CH:79]=[C:80]([NH:88][NH:89][C:39](=[O:40])[CH:38]([N:35]2[CH2:34][CH2:33][N:32]([CH3:31])[CH2:37][CH2:36]2)[C:42]2[C:51]3[C:46](=[CH:47][CH:48]=[CH:49][CH:50]=3)[CH:45]=[CH:44][CH:43]=2)[CH:81]=[C:82]([C:84]([F:87])([F:85])[F:86])[CH:83]=1. The yield is 0.310. (7) The reactants are [CH3:1][N:2]1[CH:6]=[CH:5][N:4]=[CH:3]1.[Cl:7][C:8]([Cl:13])([Cl:12])[C:9](Cl)=[O:10].C(N(CC)CC)C. The catalyst is C(Cl)Cl. The product is [Cl:7][C:8]([Cl:13])([Cl:12])[C:9]([C:3]1[N:2]([CH3:1])[CH:6]=[CH:5][N:4]=1)=[O:10]. The yield is 0.560. (8) The reactants are Br[C:2]1[S:6][C:5]([NH:7][C:8](=[O:14])[O:9][C:10]([CH3:13])(C)C)=[N:4][C:3]=1[C:15]1[O:16][CH:17]=[CH:18][CH:19]=1.[CH3:20][CH2:21]CCCC.C([Li])CCC.[O:31]1[CH2:36][CH2:35][CH:34]([C:37](OC2C=CC=CC=2)=[O:38])[CH2:33][CH2:32]1.[Cl-].[NH4+]. The catalyst is C1COCC1. The product is [O:16]1[CH:17]=[CH:18][CH:19]=[C:15]1[C:3]1[N:4]=[C:5]([NH:7][C:8](=[O:14])[O:9][CH2:10][CH2:13][CH2:20][CH3:21])[S:6][C:2]=1[C:37]([CH:34]1[CH2:35][CH2:36][O:31][CH2:32][CH2:33]1)=[O:38]. The yield is 0.350. (9) The reactants are P(Cl)(Cl)(Cl)=O.[NH:6]1[CH:10]=[N:9][CH:8]=[N:7]1.[C:11]([NH:14][C:15]1(N)[NH:24][C:23](=O)[C:22]2[C:17](=[N:18][CH:19]=[C:20]([C:26]3[CH:31]=[CH:30][C:29]([O:32][CH3:33])=[C:28]([O:34][CH3:35])[CH:27]=3)[N:21]=2)[NH:16]1)(=[O:13])[CH3:12]. The catalyst is N1C=CC=CC=1. The product is [C:11]([NH:14][C:15]1[N:24]=[C:23]([C:10]2[N:9]=[CH:8][NH:7][N:6]=2)[C:22]2[C:17](=[N:18][CH:19]=[C:20]([C:26]3[CH:31]=[CH:30][C:29]([O:32][CH3:33])=[C:28]([O:34][CH3:35])[CH:27]=3)[N:21]=2)[N:16]=1)(=[O:13])[CH3:12]. The yield is 0.800. (10) The reactants are [NH:1]1[C:5]2=[N:6][CH:7]=[C:8]([C:10]3[CH:11]=[C:12]([CH:17]=[CH:18][CH:19]=3)[C:13]([O:15][CH3:16])=[O:14])[CH:9]=[C:4]2[CH:3]=[N:2]1.C1C(=O)N([I:27])C(=O)C1. The catalyst is ClC(Cl)C. The product is [I:27][C:3]1[C:4]2[C:5](=[N:6][CH:7]=[C:8]([C:10]3[CH:11]=[C:12]([CH:17]=[CH:18][CH:19]=3)[C:13]([O:15][CH3:16])=[O:14])[CH:9]=2)[NH:1][N:2]=1. The yield is 0.400.